From a dataset of Forward reaction prediction with 1.9M reactions from USPTO patents (1976-2016). Predict the product of the given reaction. The product is: [CH:5]1[C:6]([C@H:7]2[O:17][C:16]3[CH:15]=[C:14]([OH:18])[CH:13]=[C:12]([OH:19])[C:11]=3[C:9](=[O:10])[C@@H:8]2[OH:36])=[CH:1][CH:2]=[C:3]([OH:20])[CH:4]=1. Given the reactants [CH:1]1[C:6]([C@H:7]2[O:17][C:16]3[CH:15]=[C:14]([OH:18])[CH:13]=[C:12]([OH:19])[C:11]=3[C:9](=[O:10])[CH2:8]2)=[CH:5][CH:4]=[C:3]([OH:20])[CH:2]=1.C1C(C2[O+:36]=C3C(C(O)=CC(O)=C3)=CC=2O[C@@H]2O[C@H](CO)[C@@H](O)[C@H](O)[C@H]2O)=CC=C(O)C=1.[Cl-], predict the reaction product.